This data is from Reaction yield outcomes from USPTO patents with 853,638 reactions. The task is: Predict the reaction yield, written as a fraction of the theoretical maximum amount of product (1.0 means a 100% yield; for example, 0.34 means a 34% yield). (1) The reactants are [NH2:1][C:2]1[C:11]([OH:12])=[C:10]2[C:5]([C:6](=[O:20])[C:7]([I:19])=[C:8]([C:13]3[CH:18]=[CH:17][CH:16]=[CH:15][CH:14]=3)[O:9]2)=[CH:4][CH:3]=1.C([O-])(O)=O.[Na+].Cl[CH2:27][C:28](Cl)=[O:29]. The catalyst is [Cl-].C([N+](CC)(CC)CC)C1C=CC=CC=1.C(Cl)(Cl)Cl. The product is [I:19][C:7]1[C:6](=[O:20])[C:5]2[C:10](=[C:11]3[C:2](=[CH:3][CH:4]=2)[NH:1][C:28](=[O:29])[CH2:27][O:12]3)[O:9][C:8]=1[C:13]1[CH:18]=[CH:17][CH:16]=[CH:15][CH:14]=1. The yield is 0.990. (2) The reactants are [C:1]1([C:7]2[NH:8][C:9]3[CH:10]=[CH:11][CH:12]=[C:13]4[C:19](=O)[NH:18][CH2:17][CH2:16][C:15]=2[C:14]=34)[CH:6]=[CH:5][CH:4]=[CH:3][CH:2]=1.COC1C=CC(P2(SP(C3C=CC(OC)=CC=3)(=S)S2)=[S:30])=CC=1. The catalyst is C1(C)C=CC=CC=1.O. The product is [C:1]1([C:7]2[NH:8][C:9]3[CH:10]=[CH:11][CH:12]=[C:13]4[C:19](=[S:30])[NH:18][CH2:17][CH2:16][C:15]=2[C:14]=34)[CH:6]=[CH:5][CH:4]=[CH:3][CH:2]=1. The yield is 0.680. (3) The reactants are [CH2:1]([O:8][CH2:9][C:10]1([CH:20]=O)[CH2:19][CH2:18][C:13]2([O:17][CH2:16][CH2:15][O:14]2)[CH2:12][CH2:11]1)[C:2]1[CH:7]=[CH:6][CH:5]=[CH:4][CH:3]=1.[C:22](=O)([O-])[O-].[K+].[K+].CC(C)C(=O)C(P(=O)([O-])[O-])=[N+]=[N-]. The catalyst is CO. The product is [CH2:1]([O:8][CH2:9][C:10]1([C:20]#[CH:22])[CH2:11][CH2:12][C:13]2([O:17][CH2:16][CH2:15][O:14]2)[CH2:18][CH2:19]1)[C:2]1[CH:7]=[CH:6][CH:5]=[CH:4][CH:3]=1. The yield is 0.900. (4) The reactants are [NH2:1][C:2]1[C:3]([NH:32][CH2:33][CH2:34][C:35]([OH:37])=O)=[N:4][C:5]([C:14]2[CH:19]=[CH:18][C:17]([C:20]3([NH:24][C:25]([O:27][C:28]([CH3:31])([CH3:30])[CH3:29])=[O:26])[CH2:23][CH2:22][CH2:21]3)=[CH:16][CH:15]=2)=[C:6]([C:8]2[CH:13]=[CH:12][CH:11]=[CH:10][CH:9]=2)[CH:7]=1.C(Cl)CCl.C1C=CC2N(O)N=NC=2C=1.O. The catalyst is CN(C=O)C. The product is [C:28]([O:27][C:25](=[O:26])[NH:24][C:20]1([C:17]2[CH:18]=[CH:19][C:14]([C:5]3[C:6]([C:8]4[CH:9]=[CH:10][CH:11]=[CH:12][CH:13]=4)=[CH:7][C:2]4[NH:1][C:35](=[O:37])[CH2:34][CH2:33][NH:32][C:3]=4[N:4]=3)=[CH:15][CH:16]=2)[CH2:21][CH2:22][CH2:23]1)([CH3:30])([CH3:31])[CH3:29]. The yield is 0.710. (5) The reactants are [Cl:1][C:2]1[C:3]([F:10])=[C:4]([CH2:8][NH2:9])[CH:5]=[CH:6][CH:7]=1.[CH2:11]([O:13][CH:14]([O:19][CH2:20][CH3:21])[C:15](=[NH:18])OC)[CH3:12]. The catalyst is CO. The product is [Cl:1][C:2]1[C:3]([F:10])=[C:4]([CH:5]=[CH:6][CH:7]=1)[CH2:8][NH:9][C:15](=[NH:18])[CH:14]([O:19][CH2:20][CH3:21])[O:13][CH2:11][CH3:12]. The yield is 0.650. (6) The reactants are [OH:1][CH:2]([C:16]1[CH:21]=[CH:20][CH:19]=[CH:18][CH:17]=1)[C:3]1[NH:11][C:10]2[C:5](=[N:6][CH:7]=[CH:8][C:9]=2[C:12]([O:14]C)=[O:13])[CH:4]=1. The catalyst is C(#N)C.O. The product is [OH:1][CH:2]([C:16]1[CH:17]=[CH:18][CH:19]=[CH:20][CH:21]=1)[C:3]1[NH:11][C:10]2[C:5](=[N:6][CH:7]=[CH:8][C:9]=2[C:12]([OH:14])=[O:13])[CH:4]=1. The yield is 0.680.